Dataset: NCI-60 drug combinations with 297,098 pairs across 59 cell lines. Task: Regression. Given two drug SMILES strings and cell line genomic features, predict the synergy score measuring deviation from expected non-interaction effect. (1) Drug 1: CCCCCOC(=O)NC1=NC(=O)N(C=C1F)C2C(C(C(O2)C)O)O. Drug 2: B(C(CC(C)C)NC(=O)C(CC1=CC=CC=C1)NC(=O)C2=NC=CN=C2)(O)O. Cell line: 786-0. Synergy scores: CSS=11.9, Synergy_ZIP=2.01, Synergy_Bliss=0.494, Synergy_Loewe=-52.6, Synergy_HSA=-6.33. (2) Drug 1: CC1=C(C(CCC1)(C)C)C=CC(=CC=CC(=CC(=O)O)C)C. Drug 2: CNC(=O)C1=NC=CC(=C1)OC2=CC=C(C=C2)NC(=O)NC3=CC(=C(C=C3)Cl)C(F)(F)F. Cell line: 786-0. Synergy scores: CSS=28.1, Synergy_ZIP=15.1, Synergy_Bliss=14.1, Synergy_Loewe=9.05, Synergy_HSA=6.48.